From a dataset of Reaction yield outcomes from USPTO patents with 853,638 reactions. Predict the reaction yield, written as a fraction of the theoretical maximum amount of product (1.0 means a 100% yield; for example, 0.34 means a 34% yield). (1) The reactants are [CH3:1][C:2]1[CH:7]=[CH:6][C:5]([CH2:8][N:9]([CH:22]2[CH2:27][CH2:26][N:25]([CH3:28])[CH2:24][CH2:23]2)[C:10](=[O:21])[CH2:11][C:12]2[CH:17]=[CH:16][C:15]([O:18]C)=[C:14]([OH:20])[CH:13]=2)=[CH:4][CH:3]=1.B(Br)(Br)Br. The catalyst is C(Cl)Cl. The product is [CH3:1][C:2]1[CH:3]=[CH:4][C:5]([CH2:8][N:9]([CH:22]2[CH2:27][CH2:26][N:25]([CH3:28])[CH2:24][CH2:23]2)[C:10](=[O:21])[CH2:11][C:12]2[CH:17]=[CH:16][C:15]([OH:18])=[C:14]([OH:20])[CH:13]=2)=[CH:6][CH:7]=1. The yield is 0.480. (2) The reactants are [N-:1]=[N+:2]=[N-:3].[Na+].Br[CH2:6]/[CH:7]=[CH:8]/[C:9]([O:11][CH3:12])=[O:10]. The catalyst is CN(C=O)C. The product is [N:1]([CH2:6]/[CH:7]=[CH:8]/[C:9]([O:11][CH3:12])=[O:10])=[N+:2]=[N-:3]. The yield is 0.800. (3) The reactants are [CH3:1][O:2][C:3]([C@H:5]1[N:9]2[C:10](=[O:31])[C:11]([CH:29]=[O:30])=[C:12]([CH2:22][CH2:23][CH2:24][CH2:25][CH2:26][CH2:27][CH3:28])[C:13]([C:14]3[CH:19]=[CH:18][C:17]([F:20])=[C:16]([F:21])[CH:15]=3)=[C:8]2[S:7][CH2:6]1)=[O:4].CSC. The catalyst is C1COCC1. The product is [CH3:1][O:2][C:3]([C@H:5]1[N:9]2[C:10](=[O:31])[C:11]([CH2:29][OH:30])=[C:12]([CH2:22][CH2:23][CH2:24][CH2:25][CH2:26][CH2:27][CH3:28])[C:13]([C:14]3[CH:19]=[CH:18][C:17]([F:20])=[C:16]([F:21])[CH:15]=3)=[C:8]2[S:7][CH2:6]1)=[O:4]. The yield is 0.750. (4) The reactants are S([O-])(O)=O.[Na+].[CH2:6]([O:8][C:9]1[CH:10]=[C:11]([CH:14]=[C:15]([O:17][CH2:18][CH3:19])[CH:16]=1)[CH:12]=[O:13])[CH3:7].[C-:20]#[N:21].[K+]. The catalyst is CCOC(C)=O.O. The product is [CH2:18]([O:17][C:15]1[CH:14]=[C:11]([CH:12]([OH:13])[C:20]#[N:21])[CH:10]=[C:9]([O:8][CH2:6][CH3:7])[CH:16]=1)[CH3:19]. The yield is 0.720. (5) The reactants are C([O:5][C:6](=[O:43])/[CH:7]=[CH:8]/[C:9]1[C:14](=[O:15])[N:13]2[CH:16]=[CH:17][C:18]([C:20]([NH:22][C:23]3[S:24][CH:25]=[C:26]([C:28]([CH3:31])([CH3:30])[CH3:29])[N:27]=3)=[O:21])=[CH:19][C:12]2=[N:11][C:10]=1[N:32]1[CH2:37][CH2:36][CH2:35][C@@H:34]([O:38][S:39]([NH2:42])(=[O:41])=[O:40])[CH2:33]1)(C)(C)C. The catalyst is Cl. The product is [NH2:42][S:39]([O:38][C@@H:34]1[CH2:35][CH2:36][CH2:37][N:32]([C:10]2[N:11]=[C:12]3[CH:19]=[C:18]([C:20]([NH:22][C:23]4[S:24][CH:25]=[C:26]([C:28]([CH3:31])([CH3:30])[CH3:29])[N:27]=4)=[O:21])[CH:17]=[CH:16][N:13]3[C:14](=[O:15])[C:9]=2/[CH:8]=[CH:7]/[C:6]([OH:43])=[O:5])[CH2:33]1)(=[O:40])=[O:41]. The yield is 0.550. (6) The catalyst is O. The yield is 0.930. The reactants are C(OC([N:8]1[CH2:12][CH2:11][C@H:10]([NH:13][C:14]2[C:38]([CH3:39])=[CH:37][C:17]3[N:18]=[C:19]4[C:24]([N:25]([CH2:26][CH2:27][CH2:28][CH2:29][CH2:30][CH2:31][C:32]([OH:34])=[O:33])[C:16]=3[CH:15]=2)=[N:23][C:22](=[O:35])[NH:21][C:20]4=[O:36])[CH2:9]1)=O)(C)(C)C.[C:40]([OH:46])([C:42]([F:45])([F:44])[F:43])=[O:41]. The product is [F:43][C:42]([F:45])([F:44])[C:40]([OH:46])=[O:41].[CH3:39][C:38]1[C:14]([NH:13][C@H:10]2[CH2:11][CH2:12][NH:8][CH2:9]2)=[CH:15][C:16]2[N:25]([CH2:26][CH2:27][CH2:28][CH2:29][CH2:30][CH2:31][C:32]([OH:34])=[O:33])[C:24]3[C:19]([C:20](=[O:36])[NH:21][C:22](=[O:35])[N:23]=3)=[N:18][C:17]=2[CH:37]=1.